From a dataset of Full USPTO retrosynthesis dataset with 1.9M reactions from patents (1976-2016). Predict the reactants needed to synthesize the given product. (1) Given the product [Cl:8][C:9]1[CH:14]=[CH:13][CH:12]=[CH:11][C:10]=1[C@@H:15]([N:17]([CH2:28][C:24]1[N:23]([C:19]2[S:18][CH:2]=[CH:3][N:20]=2)[CH:27]=[CH:26][CH:25]=1)[CH2:28][C:24]1[N:23]([C:19]2[S:18][CH:22]=[CH:21][N:20]=2)[CH:27]=[CH:26][CH:25]=1)[CH3:16], predict the reactants needed to synthesize it. The reactants are: F[C:2](F)(F)[C:3]([O-])=O.[Cl:8][C:9]1[CH:14]=[CH:13][CH:12]=[CH:11][C:10]=1[C@@H:15]([NH2:17])[CH3:16].[S:18]1[CH:22]=[CH:21][N:20]=[C:19]1[N:23]1[CH:27]=[CH:26][CH:25]=[C:24]1[CH:28]=O. (2) Given the product [CH:1]1[C:14]2[C:5](=[CH:6][C:7]3[C:12]([C:13]=2[CH2:15][NH:16][CH2:37][CH2:36][CH2:35][CH2:34][CH2:39][OH:40])=[CH:11][CH:10]=[CH:9][CH:8]=3)[CH:4]=[CH:3][CH:2]=1, predict the reactants needed to synthesize it. The reactants are: [CH:1]1[C:14]2[C:5](=[CH:6][C:7]3[C:12]([C:13]=2[CH2:15][NH:16]O)=[CH:11][CH:10]=[CH:9][CH:8]=3)[CH:4]=[CH:3][CH:2]=1.C(OC(OC(C)(C)C)=O)(OC(C)(C)C)=O.N1C=[CH:37][CH:36]=[CH:35][C:34]=1[CH2:39][OH:40]. (3) Given the product [O:17]1[C:21]2[CH:22]=[CH:23][CH:24]=[CH:25][C:20]=2[CH:19]=[C:18]1[C:26](=[O:34])[CH2:27][CH:28]1[CH2:33][CH2:32][CH2:31][CH2:30][N:29]1[C:14]([C:9]1[N:10]=[C:11]([CH3:13])[S:12][C:8]=1[C:5]1[CH:4]=[CH:3][C:2]([F:1])=[CH:7][CH:6]=1)=[O:16], predict the reactants needed to synthesize it. The reactants are: [F:1][C:2]1[CH:7]=[CH:6][C:5]([C:8]2[S:12][C:11]([CH3:13])=[N:10][C:9]=2[C:14]([OH:16])=O)=[CH:4][CH:3]=1.[O:17]1[C:21]2[CH:22]=[CH:23][CH:24]=[CH:25][C:20]=2[CH:19]=[C:18]1[C:26](=[O:34])[CH2:27][CH:28]1[CH2:33][CH2:32][CH2:31][CH2:30][NH:29]1. (4) Given the product [F:18][C:15]1[CH:16]=[CH:17][C:12]([C:2]#[C:1][C:3]2[CH:4]=[N:5][CH:6]=[C:7]([O:9][CH3:10])[CH:8]=2)=[CH:13][C:14]=1[N+:19]([O-:21])=[O:20], predict the reactants needed to synthesize it. The reactants are: [C:1]([C:3]1[CH:4]=[N:5][CH:6]=[C:7]([O:9][CH3:10])[CH:8]=1)#[CH:2].Br[C:12]1[CH:17]=[CH:16][C:15]([F:18])=[C:14]([N+:19]([O-:21])=[O:20])[CH:13]=1. (5) Given the product [C:1]([O:5][C:6]([N:8]1[CH2:9][CH2:10][CH:11]([N:14]2[CH:18]=[C:17]([C:19]3[CH:24]=[CH:23][N:22]=[CH:21][CH:20]=3)[C:16]([C:25]3[CH:30]=[CH:29][CH:28]=[C:27]([NH2:31])[CH:26]=3)=[N:15]2)[CH2:12][CH2:13]1)=[O:7])([CH3:4])([CH3:2])[CH3:3], predict the reactants needed to synthesize it. The reactants are: [C:1]([O:5][C:6]([N:8]1[CH2:13][CH2:12][CH:11]([N:14]2[CH:18]=[C:17]([C:19]3[CH:24]=[CH:23][N:22]=[CH:21][CH:20]=3)[C:16]([C:25]3[CH:30]=[CH:29][CH:28]=[C:27]([N+:31]([O-])=O)[CH:26]=3)=[N:15]2)[CH2:10][CH2:9]1)=[O:7])([CH3:4])([CH3:3])[CH3:2].